This data is from Forward reaction prediction with 1.9M reactions from USPTO patents (1976-2016). The task is: Predict the product of the given reaction. Given the reactants Cl[C:2]1[CH:11]=[C:10]([CH2:12][C:13]([NH2:15])=[O:14])[C:9]2[C:4](=[CH:5][CH:6]=[CH:7][CH:8]=2)[N:3]=1.[CH3:16][N:17]1[CH2:22][CH2:21][NH:20][CH2:19][CH2:18]1.CCOC(C)=O, predict the reaction product. The product is: [CH3:16][N:17]1[CH2:22][CH2:21][N:20]([C:2]2[CH:11]=[C:10]([CH2:12][C:13]([NH2:15])=[O:14])[C:9]3[C:4](=[CH:5][CH:6]=[CH:7][CH:8]=3)[N:3]=2)[CH2:19][CH2:18]1.